Dataset: Forward reaction prediction with 1.9M reactions from USPTO patents (1976-2016). Task: Predict the product of the given reaction. (1) Given the reactants [C:1](O)([C:3](F)(F)F)=[O:2].[NH2:8][C:9]1[C:10]([C:26]([NH2:28])=[O:27])=[CH:11][C:12]2[C:20]3[C:15](=[CH:16][CH:17]=[CH:18][CH:19]=3)[N:14]([CH2:21][C@@H:22]([NH2:24])[CH3:23])[C:13]=2[N:25]=1, predict the reaction product. The product is: [C:1]([NH:8][C:9]1[C:10]([C:26]([NH2:28])=[O:27])=[CH:11][C:12]2[C:20]3[C:15](=[CH:16][CH:17]=[CH:18][CH:19]=3)[N:14]([CH2:21][C@@H:22]([NH2:24])[CH3:23])[C:13]=2[N:25]=1)(=[O:2])[CH3:3]. (2) Given the reactants [Br:1][C:2]1[CH:3]=[C:4]([NH:8][C:9](=[O:20])[C:10]2[CH:15]=[CH:14][C:13](Cl)=[C:12]([N+:17]([O-:19])=[O:18])[CH:11]=2)[CH:5]=[CH:6][CH:7]=1.[NH2:21][C:22]1[CH:23]=[C:24]([SH:28])[CH:25]=[CH:26][CH:27]=1.C(=O)([O-])[O-].[Cs+].[Cs+].Cl, predict the reaction product. The product is: [NH2:21][C:22]1[CH:23]=[C:24]([S:28][C:13]2[CH:14]=[CH:15][C:10]([C:9]([NH:8][C:4]3[CH:5]=[CH:6][CH:7]=[C:2]([Br:1])[CH:3]=3)=[O:20])=[CH:11][C:12]=2[N+:17]([O-:19])=[O:18])[CH:25]=[CH:26][CH:27]=1. (3) Given the reactants [CH2:1]([C:8]1[S:12][C:11]([C:13]2[C:18]([Cl:19])=[CH:17][N:16]=[C:15](SC)[N:14]=2)=[N:10][N:9]=1)[C:2]1[CH:7]=[CH:6][CH:5]=[CH:4][CH:3]=1.OOS([O-])=O.[K+].[NH2:28][CH2:29][CH2:30][N:31]1[C:35]([CH3:37])([CH3:36])[C:34](=[O:38])[NH:33][C:32]1=[O:39].C(N(C(C)C)CC)(C)C, predict the reaction product. The product is: [CH2:1]([C:8]1[S:12][C:11]([C:13]2[C:18]([Cl:19])=[CH:17][N:16]=[C:15]([NH:28][CH2:29][CH2:30][N:31]3[C:35]([CH3:36])([CH3:37])[C:34](=[O:38])[NH:33][C:32]3=[O:39])[N:14]=2)=[N:10][N:9]=1)[C:2]1[CH:7]=[CH:6][CH:5]=[CH:4][CH:3]=1. (4) Given the reactants [F:1][C:2]([F:23])([F:22])[C:3]1[CH:4]=[C:5]([CH:15]=[C:16]([C:18]([F:21])([F:20])[F:19])[CH:17]=1)[C:6]([N:8]1[CH2:13][CH2:12][C:11](=O)[CH2:10][CH2:9]1)=[O:7].[Cl:24][C:25]1[CH:26]=[C:27]([CH:29]=[CH:30][CH:31]=1)[NH2:28].C[Si]([C:36]#[N:37])(C)C.N, predict the reaction product. The product is: [F:1][C:2]([F:23])([F:22])[C:3]1[CH:4]=[C:5]([CH:15]=[C:16]([C:18]([F:21])([F:20])[F:19])[CH:17]=1)[C:6]([N:8]1[CH2:13][CH2:12][C:11]([NH:28][C:27]2[CH:29]=[CH:30][CH:31]=[C:25]([Cl:24])[CH:26]=2)([C:36]#[N:37])[CH2:10][CH2:9]1)=[O:7].